Dataset: Full USPTO retrosynthesis dataset with 1.9M reactions from patents (1976-2016). Task: Predict the reactants needed to synthesize the given product. (1) The reactants are: [NH:1]([C:8](=[O:30])[CH2:9][N:10]([CH2:20][C:21](=[O:29])[NH:22][C:23]1[CH:28]=[CH:27][CH:26]=[CH:25][CH:24]=1)[C:11]1[CH:19]=[CH:18][C:14]([C:15](O)=[O:16])=[CH:13][CH:12]=1)[C:2]1[CH:7]=[CH:6][CH:5]=[CH:4][CH:3]=1.C(Cl)CCl.[CH:35]1[CH:36]=[CH:37][C:38]2[N:43](O)N=[N:41][C:39]=2[CH:40]=1.C1(N)C=CC=CC=1N. Given the product [NH2:41][C:39]1[CH:40]=[CH:35][CH:36]=[CH:37][C:38]=1[NH:43][C:15](=[O:16])[C:14]1[CH:18]=[CH:19][C:11]([N:10]([CH2:9][C:8]([NH:1][C:2]2[CH:3]=[CH:4][CH:5]=[CH:6][CH:7]=2)=[O:30])[CH2:20][C:21](=[O:29])[NH:22][C:23]2[CH:24]=[CH:25][CH:26]=[CH:27][CH:28]=2)=[CH:12][CH:13]=1, predict the reactants needed to synthesize it. (2) Given the product [F:21][C:18]1[CH:17]=[CH:16][C:15]([CH2:14][N:11]2[CH2:10][CH2:9][CH:8]([NH2:7])[CH2:13][CH2:12]2)=[CH:20][CH:19]=1, predict the reactants needed to synthesize it. The reactants are: C(OC(=O)[NH:7][CH:8]1[CH2:13][CH2:12][N:11]([CH2:14][C:15]2[CH:20]=[CH:19][C:18]([F:21])=[CH:17][CH:16]=2)[CH2:10][CH2:9]1)(C)(C)C.FC(F)(F)C(O)=O. (3) Given the product [Cl:32][C:33]1[C:34]([C:39]([NH:19][CH2:18][C:15]2([C:3]3[C:2]([Cl:1])=[CH:7][C:6]([CH:8]4[CH2:10][CH:9]4[C:11]([F:14])([F:12])[F:13])=[CH:5][N:4]=3)[CH2:17][CH2:16]2)=[O:40])=[N:35][CH:36]=[CH:37][N:38]=1, predict the reactants needed to synthesize it. The reactants are: [Cl:1][C:2]1[C:3]([C:15]2([CH2:18][NH2:19])[CH2:17][CH2:16]2)=[N:4][CH:5]=[C:6]([CH:8]2[CH2:10][CH:9]2[C:11]([F:14])([F:13])[F:12])[CH:7]=1.Cl.C(N=C=NCCCN(C)C)C.[Cl:32][C:33]1[C:34]([C:39](O)=[O:40])=[N:35][CH:36]=[CH:37][N:38]=1.ON1C2C=CC=CC=2N=N1. (4) The reactants are: [CH3:1][O:2][C:3]1[C:4]([C:13]([F:16])([F:15])[F:14])=[CH:5][C:6]([N+:10]([O-:12])=[O:11])=[C:7]([NH2:9])[CH:8]=1.[CH3:17][C:18]([O:21][C:22](O[C:22]([O:21][C:18]([CH3:20])([CH3:19])[CH3:17])=[O:23])=[O:23])([CH3:20])[CH3:19].C(O)(C(F)(F)F)=O. Given the product [C:18]([O:21][C:22](=[O:23])[NH:9][C:7]1[CH:8]=[C:3]([O:2][CH3:1])[C:4]([C:13]([F:14])([F:15])[F:16])=[CH:5][C:6]=1[N+:10]([O-:12])=[O:11])([CH3:20])([CH3:19])[CH3:17], predict the reactants needed to synthesize it. (5) Given the product [N:19]12[CH2:26][CH2:25][CH:22]([CH2:23][CH2:24]1)[C@@H:21]([O:11][C:10](=[O:12])[C@H:9]([NH:8][C:5]1[CH:6]=[CH:7][C:2]([F:1])=[CH:3][CH:4]=1)[C:13]1[CH:14]=[CH:15][CH:16]=[CH:17][CH:18]=1)[CH2:20]2, predict the reactants needed to synthesize it. The reactants are: [F:1][C:2]1[CH:7]=[CH:6][C:5]([NH:8][C@H:9]([C:13]2[CH:18]=[CH:17][CH:16]=[CH:15][CH:14]=2)[C:10]([OH:12])=[O:11])=[CH:4][CH:3]=1.[N:19]12[CH2:26][CH2:25][CH:22]([CH2:23][CH2:24]1)[C@H:21](O)[CH2:20]2.CCOC(/N=N/C(OCC)=O)=O.C1(P(C2C=CC=CC=2)C2C=CC=CC=2)C=CC=CC=1. (6) Given the product [OH:24][NH:23][C:13](=[O:14])[C:12]([S:9]([C:6]1[CH:7]=[CH:8][C:3]([O:2][CH3:1])=[CH:4][CH:5]=1)(=[O:11])=[O:10])([CH2:19][C:20]#[CH:21])[CH2:16][C:17]#[CH:18], predict the reactants needed to synthesize it. The reactants are: [CH3:1][O:2][C:3]1[CH:8]=[CH:7][C:6]([S:9]([C:12]([CH2:19][C:20]#[CH:21])([CH2:16][C:17]#[CH:18])[C:13](O)=[O:14])(=[O:11])=[O:10])=[CH:5][CH:4]=1.Cl.[NH2:23][OH:24]. (7) Given the product [OH:2][C:1]1[CH:8]=[CH:7][C:5]([O:6][C:22]2[CH:36]=[CH:35][C:25]([C:26]([C:28]3[CH:33]=[CH:32][C:31]([O:17][C:37]4[CH:42]=[CH:41][C:9]([OH:12])=[CH:39][CH:38]=4)=[CH:30][CH:29]=3)=[O:27])=[CH:24][CH:23]=2)=[CH:4][CH:3]=1, predict the reactants needed to synthesize it. The reactants are: [C:1]1([CH:8]=[CH:7][C:5]([OH:6])=[CH:4][CH:3]=1)[OH:2].[C:9](=[O:12])([O-])[O-].[K+].[K+].CC(N(C)C)=[O:17].F[C:22]1[CH:36]=[CH:35][C:25]([C:26]([C:28]2[CH:33]=[CH:32][C:31](F)=[CH:30][CH:29]=2)=[O:27])=[CH:24][CH:23]=1.[C:37]1(C)[CH:42]=[CH:41]C=[CH:39][CH:38]=1.